This data is from NCI-60 drug combinations with 297,098 pairs across 59 cell lines. The task is: Regression. Given two drug SMILES strings and cell line genomic features, predict the synergy score measuring deviation from expected non-interaction effect. (1) Cell line: M14. Drug 2: C1CC(=O)NC(=O)C1N2C(=O)C3=CC=CC=C3C2=O. Drug 1: CCCS(=O)(=O)NC1=C(C(=C(C=C1)F)C(=O)C2=CNC3=C2C=C(C=N3)C4=CC=C(C=C4)Cl)F. Synergy scores: CSS=41.2, Synergy_ZIP=3.29, Synergy_Bliss=5.57, Synergy_Loewe=-20.4, Synergy_HSA=5.08. (2) Drug 1: CC1=C(C(CCC1)(C)C)C=CC(=CC=CC(=CC(=O)O)C)C. Drug 2: CC1=C2C(C(=O)C3(C(CC4C(C3C(C(C2(C)C)(CC1OC(=O)C(C(C5=CC=CC=C5)NC(=O)OC(C)(C)C)O)O)OC(=O)C6=CC=CC=C6)(CO4)OC(=O)C)O)C)O. Cell line: UO-31. Synergy scores: CSS=3.12, Synergy_ZIP=0.0979, Synergy_Bliss=2.11, Synergy_Loewe=3.12, Synergy_HSA=1.76.